From a dataset of Reaction yield outcomes from USPTO patents with 853,638 reactions. Predict the reaction yield, written as a fraction of the theoretical maximum amount of product (1.0 means a 100% yield; for example, 0.34 means a 34% yield). (1) The catalyst is CO. The product is [OH:1][CH:2]([CH3:15])[CH2:3][C:4]1[CH:14]=[CH:13][C:7]([C:8]([O:10][CH2:11][CH3:12])=[O:9])=[CH:6][CH:5]=1. The reactants are [O:1]=[C:2]([CH3:15])[CH2:3][C:4]1[CH:14]=[CH:13][C:7]([C:8]([O:10][CH2:11][CH3:12])=[O:9])=[CH:6][CH:5]=1.C([O-])(=O)C.[NH4+].[BH4-].[Na+]. The yield is 0.520. (2) The reactants are [Li]CCCC.[S:6]1[CH:10]=[CH:9][CH:8]=[CH:7]1.[CH2:11](Br)[CH2:12][CH2:13][CH2:14][CH2:15][CH2:16][CH2:17][CH2:18][CH2:19][CH2:20][CH2:21][CH2:22][CH2:23][CH3:24]. The catalyst is C1COCC1. The product is [CH2:24]([C:7]1[S:6][CH:10]=[CH:9][CH:8]=1)[CH2:23][CH2:22][CH2:21][CH2:20][CH2:19][CH2:18][CH2:17][CH2:16][CH2:15][CH2:14][CH2:13][CH2:12][CH3:11]. The yield is 0.970. (3) The reactants are [NH2:1][C:2]1[CH:7]=[CH:6][CH:5]=[CH:4][CH:3]=1.N1C=CC=CC=1.[C:14](Cl)(=[O:24])[CH2:15][CH2:16][CH2:17][CH2:18][CH2:19][CH2:20][CH2:21][CH2:22][CH3:23].Cl. The catalyst is C(Cl)Cl. The product is [C:2]1([NH:1][C:14](=[O:24])[CH2:15][CH2:16][CH2:17][CH2:18][CH2:19][CH2:20][CH2:21][CH2:22][CH3:23])[CH:7]=[CH:6][CH:5]=[CH:4][CH:3]=1. The yield is 0.910. (4) The reactants are [OH:1][C:2]1[CH:3]=[C:4]2[C:9](=[CH:10][CH:11]=1)[CH2:8][CH:7]([N:12]1[C:20](=[O:21])[C:19]3[C:14](=[CH:15][CH:16]=[CH:17][CH:18]=3)[C:13]1=[O:22])[CH2:6][CH2:5]2.[N:23]12[CH2:30][CH2:30][N:23]([CH2:28][CH2:28]1)[CH2:24][CH2:24]2.CN(NC(Cl)=[S:36])C. The catalyst is CN(C=O)C. The product is [O:22]=[C:13]1[C:14]2[C:19](=[CH:18][CH:17]=[CH:16][CH:15]=2)[C:20](=[O:21])[N:12]1[CH:7]1[CH2:6][CH2:5][C:4]2[CH:3]=[C:2]([O:1][C:24](=[S:36])[N:23]([CH3:30])[CH3:28])[CH:11]=[CH:10][C:9]=2[CH2:8]1. The yield is 0.910.